From a dataset of Experimentally validated miRNA-target interactions with 360,000+ pairs, plus equal number of negative samples. Binary Classification. Given a miRNA mature sequence and a target amino acid sequence, predict their likelihood of interaction. The miRNA is hsa-miR-5010-3p with sequence UUUUGUGUCUCCCAUUCCCCAG. The protein sequence of the target gene is MESGRGSSTPPGPIAALGMPDTGPGSSSLGKLQALPVGPRAHCGDPVSLAAAGDGSPDIGPTGELSGSLKIPNRDSGIDSPSSSVAGENFPCEEGLEAGPSPTVLGAHAEMALDSQVPKVTPQEEADSDVGEEPDSENTPQKADKDAGLAQHSGPQKLLHIAQELLHTEETYVKRLHLLDQVFCTRLTDAGIPPEVIMGIFSNISSIHRFHGQFLLPELKTRITEEWDTNPRLGDILQKLAPFLKMYGEYVKNFDRAVGLVSTWTQRSPLFKDVVHSIQKQEVCGNLTLQHHMLEPVQRV.... Result: 0 (no interaction).